Task: Predict the product of the given reaction.. Dataset: Forward reaction prediction with 1.9M reactions from USPTO patents (1976-2016) (1) Given the reactants Br[C:2]1[C:10]2[C:9]([NH2:11])=[N:8][CH:7]=[N:6][C:5]=2[N:4]([CH:12]2[CH2:15][O:14][CH2:13]2)[CH:3]=1.CC1(C)C(C)(C)OB([C:24]2[CH:25]=[C:26]3[C:30](=[CH:31][CH:32]=2)[N:29]([C:33](=[O:45])[CH2:34][C:35]2[CH:40]=[CH:39][CH:38]=[C:37]([C:41]([F:44])([F:43])[F:42])[CH:36]=2)[CH2:28][CH2:27]3)O1.O1CCOCC1.C([O-])(O)=O.[Na+], predict the reaction product. The product is: [O:14]1[CH2:15][CH:12]([N:4]2[C:5]3[N:6]=[CH:7][N:8]=[C:9]([NH2:11])[C:10]=3[C:2]([C:24]3[CH:25]=[C:26]4[C:30](=[CH:31][CH:32]=3)[N:29]([C:33](=[O:45])[CH2:34][C:35]3[CH:40]=[CH:39][CH:38]=[C:37]([C:41]([F:44])([F:42])[F:43])[CH:36]=3)[CH2:28][CH2:27]4)=[CH:3]2)[CH2:13]1. (2) The product is: [CH2:1]([O:3][C:4](=[O:30])[C:5]([CH3:29])([CH:11]1[CH2:20][CH2:19][C:18]2[C:13](=[CH:14][CH:15]=[C:16]([CH2:21][CH2:22][CH2:23][CH2:24][CH2:25][CH2:26][CH2:27][CH3:28])[CH:17]=2)[CH2:12]1)[C:6]([OH:8])=[O:7])[CH3:2]. Given the reactants [CH2:1]([O:3][C:4](=[O:30])[C:5]([CH3:29])([CH:11]1[CH2:20][CH2:19][C:18]2[C:13](=[CH:14][CH:15]=[C:16]([CH2:21][CH2:22][CH2:23][CH2:24][CH2:25][CH2:26][CH2:27][CH3:28])[CH:17]=2)[CH2:12]1)[C:6]([O:8]CC)=[O:7])[CH3:2].[OH-].[K+], predict the reaction product. (3) Given the reactants [CH3:1][O:2][C:3]([C:5]1[CH:10]=[C:9]([O:11][C:12]2[CH:17]=[CH:16][CH:15]=[C:14]([NH2:18])[CH:13]=2)[CH:8]=[CH:7][N:6]=1)=[O:4].[C:19]([N:26]1[CH:30]=[CH:29]N=C1)(N1C=CN=C1)=[O:20].[CH3:31][N:32]1[C:40]2[C:35](=[CH:36]C(N)=C[CH:39]=2)[CH:34]=[N:33]1, predict the reaction product. The product is: [CH3:31][N:32]1[C:40]2[C:35](=[CH:36][C:30]([NH:26][C:19]([NH:18][C:14]3[CH:13]=[C:12]([CH:17]=[CH:16][CH:15]=3)[O:11][C:9]3[CH:8]=[CH:7][N:6]=[C:5]([C:3]([O:2][CH3:1])=[O:4])[CH:10]=3)=[O:20])=[CH:29][CH:39]=2)[CH:34]=[N:33]1. (4) Given the reactants [CH2:1]([NH:8][C:9]([NH:11][N:12]([CH2:14][C:15]([OH:17])=O)[CH3:13])=[O:10])[C:2]1[CH:7]=[CH:6][CH:5]=[CH:4][CH:3]=1.[NH2:18][C@@H:19]([CH2:43][C:44]([NH:46][C:47]([C:60]1[CH:65]=[CH:64][CH:63]=[CH:62][CH:61]=1)([C:54]1[CH:59]=[CH:58][CH:57]=[CH:56][CH:55]=1)[C:48]1[CH:53]=[CH:52][CH:51]=[CH:50][CH:49]=1)=[O:45])[C:20]([N:22]([C@@H:34]([CH3:42])[CH:35]([O:39][CH2:40][CH3:41])[O:36][CH2:37][CH3:38])[CH2:23][C:24]1[CH:25]=[CH:26][CH:27]=[C:28]2[C:33]=1[N:32]=[CH:31][CH:30]=[CH:29]2)=[O:21], predict the reaction product. The product is: [CH2:1]([NH:8][C:9](=[O:10])[NH:11][N:12]([CH2:14][C:15]([NH:18][C@@H:19]([CH2:43][C:44](=[O:45])[NH:46][C:47]([C:60]1[CH:61]=[CH:62][CH:63]=[CH:64][CH:65]=1)([C:48]1[CH:53]=[CH:52][CH:51]=[CH:50][CH:49]=1)[C:54]1[CH:55]=[CH:56][CH:57]=[CH:58][CH:59]=1)[C:20]([N:22]([C@@H:34]([CH3:42])[CH:35]([O:39][CH2:40][CH3:41])[O:36][CH2:37][CH3:38])[CH2:23][C:24]1[CH:25]=[CH:26][CH:27]=[C:28]2[C:33]=1[N:32]=[CH:31][CH:30]=[CH:29]2)=[O:21])=[O:17])[CH3:13])[C:2]1[CH:3]=[CH:4][CH:5]=[CH:6][CH:7]=1.